Predict the product of the given reaction. From a dataset of Forward reaction prediction with 1.9M reactions from USPTO patents (1976-2016). (1) Given the reactants [F:1][C:2]1[CH:7]=[CH:6][C:5]([F:8])=[CH:4][C:3]=1[OH:9].[H-].[Na+].Br[C:13]1[O:17][C:16]([CH:18]=[O:19])=[CH:15][CH:14]=1.O, predict the reaction product. The product is: [F:1][C:2]1[CH:7]=[CH:6][C:5]([F:8])=[CH:4][C:3]=1[O:9][C:13]1[O:17][C:16]([CH:18]=[O:19])=[CH:15][CH:14]=1. (2) Given the reactants [C:1]([C:3](=[C:5]1[CH2:10][CH2:9][N:8]([C:11]2[CH:16]=[CH:15][C:14]([N:17]3[CH2:21][C@H:20]([CH2:22][NH2:23])[O:19][C:18]3=[O:24])=[CH:13][C:12]=2[F:25])[CH2:7][CH2:6]1)[CH3:4])#[N:2].[Cl:26][C:27]([Cl:32])([Cl:31])[C:28](O)=[O:29], predict the reaction product. The product is: [C:1]([C:3](=[C:5]1[CH2:10][CH2:9][N:8]([C:11]2[CH:16]=[CH:15][C:14]([N:17]3[CH2:21][C@H:20]([CH2:22][NH:23][C:28](=[O:29])[C:27]([Cl:32])([Cl:31])[Cl:26])[O:19][C:18]3=[O:24])=[CH:13][C:12]=2[F:25])[CH2:7][CH2:6]1)[CH3:4])#[N:2]. (3) The product is: [N+:22]([C:19]1[CH:20]=[CH:21][C:16]([N:1]2[CH2:2][CH2:3][CH:4]([NH:7][C:8](=[O:14])[O:9][C:10]([CH3:11])([CH3:13])[CH3:12])[CH2:5][CH2:6]2)=[CH:17][CH:18]=1)([O-:24])=[O:23]. Given the reactants [NH:1]1[CH2:6][CH2:5][CH:4]([NH:7][C:8](=[O:14])[O:9][C:10]([CH3:13])([CH3:12])[CH3:11])[CH2:3][CH2:2]1.F[C:16]1[CH:21]=[CH:20][C:19]([N+:22]([O-:24])=[O:23])=[CH:18][CH:17]=1.C(=O)([O-])[O-].[K+].[K+], predict the reaction product. (4) Given the reactants [O:1]1[CH2:4][CH:3]([N:5]2[CH2:10][CH2:9][N:8]([C:11]3[CH:16]=[CH:15][C:14]([NH:17][C:18]4[N:23]=[CH:22][N:21]=[C:20]([C:24]5[CH:25]=[CH:26][C:27]([O:32][CH:33]6[CH2:38][CH2:37][NH:36][CH2:35][CH2:34]6)=[C:28]([CH:31]=5)[C:29]#[N:30])[N:19]=4)=[CH:13][CH:12]=3)[CH2:7][CH2:6]2)[CH2:2]1.[C:39](O)(=[O:42])[CH2:40][OH:41].C(N(CC)C(C)C)(C)C.CN(C(ON1N=NC2C=CC=NC1=2)=[N+](C)C)C.F[P-](F)(F)(F)(F)F, predict the reaction product. The product is: [OH:42][CH2:39][C:40]([N:36]1[CH2:37][CH2:38][CH:33]([O:32][C:27]2[CH:26]=[CH:25][C:24]([C:20]3[N:19]=[C:18]([NH:17][C:14]4[CH:13]=[CH:12][C:11]([N:8]5[CH2:7][CH2:6][N:5]([CH:3]6[CH2:4][O:1][CH2:2]6)[CH2:10][CH2:9]5)=[CH:16][CH:15]=4)[N:23]=[CH:22][N:21]=3)=[CH:31][C:28]=2[C:29]#[N:30])[CH2:34][CH2:35]1)=[O:41]. (5) Given the reactants [OH:1][C@@H:2]1[CH2:9][N:8]([CH2:10][CH2:11][CH2:12][CH2:13][N:14]2[CH2:19][CH2:18][NH:17][C@@H:16]([CH3:20])[C:15]2=[O:21])[CH2:7][CH2:6][C:3]21[CH2:5][CH2:4]2.Cl[C:23]([O:25][C:26]1[CH:35]=[CH:34][C:33]2[C:28](=[CH:29][CH:30]=[CH:31][CH:32]=2)[CH:27]=1)=[S:24].C(N(CC)CC)C.C(NCC)C, predict the reaction product. The product is: [CH:27]1[C:28]2[C:33](=[CH:32][CH:31]=[CH:30][CH:29]=2)[CH:34]=[CH:35][C:26]=1[O:25][C:23]([N:17]1[CH2:18][CH2:19][N:14]([CH2:13][CH2:12][CH2:11][CH2:10][N:8]2[CH2:7][CH2:6][C:3]3([CH2:4][CH2:5]3)[C@H:2]([OH:1])[CH2:9]2)[C:15](=[O:21])[C@@H:16]1[CH3:20])=[S:24]. (6) Given the reactants [Cl:1][C:2]1[CH:9]=[CH:8][C:5]([CH2:6][OH:7])=[CH:4][CH:3]=1.[H-].[Na+].C([O:14][C:15]([C:17]1[N:18]=[C:19](Br)[S:20][CH:21]=1)=O)C.C(N(CC)CC)C.C(Cl)(=O)OCC.[BH4-].[Na+], predict the reaction product. The product is: [Cl:1][C:2]1[CH:9]=[CH:8][C:5]([CH2:6][O:7][C:19]2[S:20][CH:21]=[C:17]([CH2:15][OH:14])[N:18]=2)=[CH:4][CH:3]=1. (7) Given the reactants Cl[C:2]1[N:7]=[CH:6][N:5]=[C:4]([C:8]2[CH:14]=[C:13]([C:15]([F:18])([F:17])[F:16])[CH:12]=[CH:11][C:9]=2[NH2:10])[CH:3]=1.[CH3:19]B1OB(C)OB(C)O1.P([O-])([O-])([O-])=O.[K+].[K+].[K+].P([O-])(O)(O)=O.[K+], predict the reaction product. The product is: [CH3:19][C:2]1[N:7]=[CH:6][N:5]=[C:4]([C:8]2[CH:14]=[C:13]([C:15]([F:18])([F:17])[F:16])[CH:12]=[CH:11][C:9]=2[NH2:10])[CH:3]=1. (8) Given the reactants [CH2:1]([OH:29])[C@@H:2]([CH2:4][CH2:5][CH2:6][C@H:7]([C@@H:9]1[C@:26]2([CH3:27])[C@H:12]([C@H:13]3[C@H:23]([CH2:24][CH2:25]2)[C@:21]2([CH3:22])[C:16]([CH2:17][C@@H:18]([OH:28])[CH2:19][CH2:20]2)=[CH:15][CH2:14]3)[CH2:11][CH2:10]1)[CH3:8])[CH3:3].N1C=CN=C1.[Si:35](Cl)([C:38]([CH3:41])([CH3:40])[CH3:39])([CH3:37])[CH3:36].CN(C)C=O, predict the reaction product. The product is: [Si:35]([O:29][CH2:1][C@@H:2]([CH2:4][CH2:5][CH2:6][C@H:7]([C@@H:9]1[C@:26]2([CH3:27])[C@H:12]([C@H:13]3[C@H:23]([CH2:24][CH2:25]2)[C@:21]2([CH3:22])[C:16]([CH2:17][C@@H:18]([OH:28])[CH2:19][CH2:20]2)=[CH:15][CH2:14]3)[CH2:11][CH2:10]1)[CH3:8])[CH3:3])([C:38]([CH3:41])([CH3:40])[CH3:39])([CH3:37])[CH3:36]. (9) Given the reactants [NH:1]1[C:5]2[CH:6]=[CH:7][C:8]([NH2:10])=[CH:9][C:4]=2[N:3]=[CH:2]1.[O:11]1[C:15]2[CH:16]=[CH:17][C:18]([CH:20]=O)=[CH:19][C:14]=2[O:13][CH2:12]1.[O:22]([C:24]#[N:25])[K].Cl.N1C=CC=CC=1.[N+:33]([CH2:35][CH2:36][CH2:37][N:38]1[CH2:42][CH2:41][CH2:40][C:39]1=[O:43])#[C-:34], predict the reaction product. The product is: [O:11]1[C:15]2[CH:16]=[CH:17][C:18]([CH:20]3[N:10]([C:8]4[CH:7]=[CH:6][C:5]5[NH:1][CH:2]=[N:3][C:4]=5[CH:9]=4)[C:24](=[O:22])[NH:25][C:34]3=[N:33][CH2:35][CH2:36][CH2:37][N:38]3[CH2:42][CH2:41][CH2:40][C:39]3=[O:43])=[CH:19][C:14]=2[O:13][CH2:12]1. (10) Given the reactants [CH2:1]([C:3]1[CH:4]=[CH:5][C:6]([CH:9]=[CH2:10])=[N:7][CH:8]=1)[CH3:2].[Br:11]N1C(=O)CCC1=O.[OH2:19], predict the reaction product. The product is: [Br:11][CH2:10][CH:9]([C:6]1[CH:5]=[CH:4][C:3]([CH2:1][CH3:2])=[CH:8][N:7]=1)[OH:19].